The task is: Predict the reactants needed to synthesize the given product.. This data is from Full USPTO retrosynthesis dataset with 1.9M reactions from patents (1976-2016). Given the product [F:7][C:8]([F:17])([F:18])[O:9][C:10]1[CH:11]=[CH:12][C:13]([O:16][C:21]2[CH:26]=[CH:25][N:24]=[CH:23][CH:22]=2)=[CH:14][CH:15]=1, predict the reactants needed to synthesize it. The reactants are: CC([O-])(C)C.[K+].[F:7][C:8]([F:18])([F:17])[O:9][C:10]1[CH:15]=[CH:14][C:13]([OH:16])=[CH:12][CH:11]=1.Cl.Cl[C:21]1[CH:26]=[CH:25][N:24]=[CH:23][CH:22]=1.Cl.